From a dataset of Catalyst prediction with 721,799 reactions and 888 catalyst types from USPTO. Predict which catalyst facilitates the given reaction. (1) Reactant: Cl.[CH2:2]([O:4][C:5]1[CH:6]=[C:7]2[C:12](=[C:13]3[CH2:17][C:16]([CH3:19])([CH3:18])[O:15][C:14]=13)[C:11]([C:20]1[CH:21]=[C:22]([CH:26]=[CH:27][CH:28]=1)[C:23](O)=[O:24])=[N:10][C:9]([CH3:30])([CH3:29])[CH2:8]2)[CH3:3].O.ON1C2C=[CH:39][CH:40]=[CH:41][C:36]=2[N:35]=N1.N1CCCC1.Cl.C(N=C=NCCCN(C)C)C.C(N(CC)CC)C. Product: [CH2:2]([O:4][C:5]1[CH:6]=[C:7]2[C:12](=[C:13]3[CH2:17][C:16]([CH3:18])([CH3:19])[O:15][C:14]=13)[C:11]([C:20]1[CH:21]=[C:22]([CH:26]=[CH:27][CH:28]=1)[C:23]([N:35]1[CH2:36][CH2:41][CH2:40][CH2:39]1)=[O:24])=[N:10][C:9]([CH3:30])([CH3:29])[CH2:8]2)[CH3:3]. The catalyst class is: 35. (2) Reactant: [C:1]([O:5][C:6](=[O:20])[CH2:7][C@H:8]([C:12]1[O:13][CH:14]=[C:15]([C:17](O)=[O:18])[N:16]=1)[CH2:9][CH:10]=[CH2:11])([CH3:4])([CH3:3])[CH3:2].O.ON1C2C=CC=CC=2N=N1.Cl.[CH3:33][NH:34][CH3:35].C(N(CC)C(C)C)(C)C.Cl.CN(C)CCCN=C=NCC. Product: [CH3:33][N:34]([CH3:35])[C:17]([C:15]1[N:16]=[C:12]([C@H:8]([CH2:9][CH:10]=[CH2:11])[CH2:7][C:6]([O:5][C:1]([CH3:4])([CH3:3])[CH3:2])=[O:20])[O:13][CH:14]=1)=[O:18]. The catalyst class is: 4. (3) Reactant: Br[C:2]1[CH:3]=[N:4][CH:5]=[CH:6][C:7]=1[O:8][CH2:9][CH3:10].[NH2:11][C:12]1[CH:26]=[CH:25][C:15]([C:16]([C:18]2[CH:23]=[CH:22][CH:21]=[CH:20][C:19]=2[CH3:24])=[O:17])=[C:14]([Cl:27])[CH:13]=1.C(O[Na])(C)(C)C. Product: [Cl:27][C:14]1[CH:13]=[C:12]([NH:11][C:2]2[CH:3]=[N:4][CH:5]=[CH:6][C:7]=2[O:8][CH2:9][CH3:10])[CH:26]=[CH:25][C:15]=1[C:16]([C:18]1[CH:23]=[CH:22][CH:21]=[CH:20][C:19]=1[CH3:24])=[O:17]. The catalyst class is: 12. (4) Reactant: [NH:1]1[C:5]2[CH:6]=[CH:7][CH:8]=[CH:9][C:4]=2[N:3]=[C:2]1[S:10][C:11]1[O:15][C:14]([CH:16]=[O:17])=[CH:13][CH:12]=1.[BH4-].[Na+]. Product: [NH:1]1[C:5]2[CH:6]=[CH:7][CH:8]=[CH:9][C:4]=2[N:3]=[C:2]1[S:10][C:11]1[O:15][C:14]([CH2:16][OH:17])=[CH:13][CH:12]=1. The catalyst class is: 5. (5) Reactant: O=[C:2]1[CH2:9][CH2:8][CH2:7][CH:6]([C:10]#[N:11])[CH2:5][CH2:4][CH2:3]1.C([O-])(=O)C.[NH4+].C([BH3-])#[N:18].[Na+]. Product: [NH2:18][CH:2]1[CH2:9][CH2:8][CH2:7][CH:6]([C:10]#[N:11])[CH2:5][CH2:4][CH2:3]1. The catalyst class is: 5. (6) Reactant: [C:1]([C:4]([NH:7][C:8]([CH2:10][CH2:11][CH2:12][O:13][C:14]1[CH:19]=[CH:18][C:17]([CH2:20][C:21]2[C:22]([O:29][C@@H:30]3[O:56][C@H:55]([CH2:57][O:58][C:59](=[O:64])[C:60]([CH3:63])([CH3:62])[CH3:61])[C@@H:47]([O:48][C:49](=[O:54])[C:50]([CH3:53])([CH3:52])[CH3:51])[C@H:39]([O:40][C:41](=[O:46])[C:42]([CH3:45])([CH3:44])[CH3:43])[C@H:31]3[O:32][C:33](=[O:38])[C:34]([CH3:37])([CH3:36])[CH3:35])=[N:23][NH:24][C:25]=2[CH:26]([CH3:28])[CH3:27])=[C:16]([CH3:65])[CH:15]=1)=[O:9])([CH3:6])[CH3:5])(O)=[O:2].[CH2:66]([O:73][C:74]([N:76]1[CH2:81][CH2:80][NH:79][CH2:78][CH2:77]1)=[O:75])[C:67]1[CH:72]=[CH:71][CH:70]=[CH:69][CH:68]=1.ON1C2C=CC=CC=2N=N1.Cl.C(N=C=NCCCN(C)C)C. Product: [CH2:66]([O:73][C:74]([N:76]1[CH2:81][CH2:80][N:79]([C:1]([C:4]([NH:7][C:8]([CH2:10][CH2:11][CH2:12][O:13][C:14]2[CH:19]=[CH:18][C:17]([CH2:20][C:21]3[C:22]([O:29][C@@H:30]4[O:56][C@H:55]([CH2:57][O:58][C:59](=[O:64])[C:60]([CH3:63])([CH3:62])[CH3:61])[C@@H:47]([O:48][C:49](=[O:54])[C:50]([CH3:53])([CH3:52])[CH3:51])[C@H:39]([O:40][C:41](=[O:46])[C:42]([CH3:43])([CH3:44])[CH3:45])[C@H:31]4[O:32][C:33](=[O:38])[C:34]([CH3:35])([CH3:36])[CH3:37])=[N:23][NH:24][C:25]=3[CH:26]([CH3:27])[CH3:28])=[C:16]([CH3:65])[CH:15]=2)=[O:9])([CH3:5])[CH3:6])=[O:2])[CH2:78][CH2:77]1)=[O:75])[C:67]1[CH:72]=[CH:71][CH:70]=[CH:69][CH:68]=1. The catalyst class is: 681.